Dataset: Forward reaction prediction with 1.9M reactions from USPTO patents (1976-2016). Task: Predict the product of the given reaction. (1) Given the reactants C([O:3][C:4]([C:6]1[C:7]2[CH:20]=[CH:19][CH:18]=[CH:17][C:8]=2[S:9][C:10]=1[NH:11][C:12]([CH:14]1[CH2:16][CH2:15]1)=O)=O)C.[NH3:21], predict the reaction product. The product is: [CH:14]1([C:12]2[N:21]=[C:4]([OH:3])[C:6]3[C:7]4[CH:20]=[CH:19][CH:18]=[CH:17][C:8]=4[S:9][C:10]=3[N:11]=2)[CH2:16][CH2:15]1. (2) Given the reactants C1(P(C2C=CC=CC=2)C2C=CC=CC=2)C=CC=CC=1.[F:20][C:21]1[CH:26]=[CH:25][CH:24]=[C:23]([F:27])[C:22]=1B(O)O.C(=O)([O-])[O-].[Na+].[Na+].C(NC(=O)[O-])(C)(C)C.Cl[C:46]1[CH:57]=[CH:56][C:55]2[CH:51]3[CH2:52][NH:53][CH2:54][CH:50]3[CH2:49][C:48]=2[CH:47]=1, predict the reaction product. The product is: [F:20][C:21]1[CH:26]=[CH:25][CH:24]=[C:23]([F:27])[C:22]=1[C:46]1[CH:57]=[CH:56][C:55]2[CH:51]3[CH2:52][NH:53][CH2:54][CH:50]3[CH2:49][C:48]=2[CH:47]=1. (3) Given the reactants [CH3:1][C:2](=[O:7])[CH2:3][C:4](=[O:6])[CH3:5].[CH:8](=O)[C:9]1[CH:14]=[CH:13][CH:12]=[CH:11][CH:10]=1.B(OCCCC)(OCCCC)O[CH2:18][CH2:19][CH2:20]C.[CH2:32](N)[CH2:33][CH2:34][CH3:35].Cl, predict the reaction product. The product is: [C:9]1([CH:8]=[CH:1][C:2](=[O:7])[CH2:3][C:4](=[O:6])[CH:5]=[CH:35][C:34]2[CH:20]=[CH:19][CH:18]=[CH:32][CH:33]=2)[CH:14]=[CH:13][CH:12]=[CH:11][CH:10]=1. (4) Given the reactants Cl[C:2]([O:4][CH:5]([Cl:7])[CH3:6])=[O:3].N1C=CC=CC=1.[CH3:14][O:15][C:16]1[CH:17]=[C:18]2[C:23](=[CH:24][CH:25]=1)[CH:22]=[C:21]([C@H:26]([CH3:36])[C:27]([O:29][CH:30]1[CH:34]([OH:35])[CH2:33][O:32][CH2:31]1)=[O:28])[CH:20]=[CH:19]2, predict the reaction product. The product is: [CH3:14][O:15][C:16]1[CH:17]=[C:18]2[C:23](=[CH:24][CH:25]=1)[CH:22]=[C:21]([C@H:26]([CH3:36])[C:27]([O:29][CH:30]1[CH:34]([O:35][C:2]([O:4][CH:5]([Cl:7])[CH3:6])=[O:3])[CH2:33][O:32][CH2:31]1)=[O:28])[CH:20]=[CH:19]2. (5) The product is: [C:1]([O:5][C:6]([N:8]1[CH2:12][C@:11]([OH:19])([CH2:13][N:32]2[CH2:37][CH2:36][O:35][CH2:34][CH2:33]2)[CH2:10][C@H:9]1[C:20](=[O:31])[NH:21][CH2:22][C:23]1[CH:28]=[CH:27][CH:26]=[C:25]([Cl:29])[C:24]=1[F:30])=[O:7])([CH3:2])([CH3:3])[CH3:4]. Given the reactants [C:1]([O:5][C:6]([N:8]1[CH2:12][C@:11]([OH:19])([CH2:13]OS(C)(=O)=O)[CH2:10][C@H:9]1[C:20](=[O:31])[NH:21][CH2:22][C:23]1[CH:28]=[CH:27][CH:26]=[C:25]([Cl:29])[C:24]=1[F:30])=[O:7])([CH3:4])([CH3:3])[CH3:2].[NH:32]1[CH2:37][CH2:36][O:35][CH2:34][CH2:33]1, predict the reaction product.